Predict the product of the given reaction. From a dataset of Forward reaction prediction with 1.9M reactions from USPTO patents (1976-2016). (1) Given the reactants [H-].[Al+3].[Li+].[H-].[H-].[H-].[CH:7]([C@H:10]1[NH:15][C:14](=O)[CH2:13][O:12][CH2:11]1)([CH3:9])[CH3:8], predict the reaction product. The product is: [CH:7]([C@@H:10]1[CH2:11][O:12][CH2:13][CH2:14][NH:15]1)([CH3:9])[CH3:8]. (2) The product is: [CH3:20][O:19][C:5]1[CH:4]=[C:3]([CH2:1][NH:26][CH2:21][CH2:22][CH2:23][CH2:24][CH3:25])[CH:18]=[CH:17][C:6]=1[O:7][C:8]1[CH:16]=[CH:15][C:11]([C:12]([NH2:14])=[O:13])=[CH:10][N:9]=1. Given the reactants [CH:1]([C:3]1[CH:18]=[CH:17][C:6]([O:7][C:8]2[CH:16]=[CH:15][C:11]([C:12]([NH2:14])=[O:13])=[CH:10][N:9]=2)=[C:5]([O:19][CH3:20])[CH:4]=1)=O.[CH2:21]([NH2:26])[CH2:22][CH2:23][CH2:24][CH3:25], predict the reaction product. (3) Given the reactants [N+:1]([C:4]1[CH:9]=[CH:8][CH:7]=[CH:6][C:5]=1[S:10](Cl)(=[O:12])=[O:11])([O-:3])=[O:2].[NH2:14][CH2:15][C:16]1[CH:21]=[CH:20][CH:19]=[CH:18][N:17]=1.CCN(CC)CC, predict the reaction product. The product is: [N+:1]([C:4]1[CH:9]=[CH:8][CH:7]=[CH:6][C:5]=1[S:10]([N:17]1[CH:18]=[CH:19][CH:20]=[CH:21][CH:16]1[CH2:15][NH2:14])(=[O:12])=[O:11])([O-:3])=[O:2]. (4) Given the reactants [NH2:1][C:2]1[CH:3]=[CH:4][C:5]([O:19][C:20]2[CH:25]=[CH:24][CH:23]=[CH:22][CH:21]=2)=[C:6]([C:8]2[NH:9][C:10]([CH3:18])=[C:11]3[C:16]=2[CH:15]=[N:14][NH:13][C:12]3=[O:17])[CH:7]=1.C(N(CC)CC)C.[CH2:33]([S:35](Cl)(=[O:37])=[O:36])[CH3:34], predict the reaction product. The product is: [CH3:18][C:10]1[NH:9][C:8]([C:6]2[CH:7]=[C:2]([NH:1][S:35]([CH2:33][CH3:34])(=[O:37])=[O:36])[CH:3]=[CH:4][C:5]=2[O:19][C:20]2[CH:21]=[CH:22][CH:23]=[CH:24][CH:25]=2)=[C:16]2[CH:15]=[N:14][NH:13][C:12](=[O:17])[C:11]=12. (5) The product is: [F:2][C:3]1[CH:8]=[CH:7][C:6]([F:9])=[CH:5][C:4]=1[C:10]1[CH2:11][CH2:12][N:13]([C:23]([N:25]([CH3:26])[CH2:29][CH:37]([CH3:38])[CH2:36][NH:33][CH3:34])=[O:24])[CH:14]([C:16]2[CH:21]=[CH:20][CH:19]=[C:18]([OH:22])[CH:17]=2)[CH:15]=1. Given the reactants [I-].[F:2][C:3]1[CH:8]=[CH:7][C:6]([F:9])=[CH:5][C:4]=1[C:10]1[CH2:11][CH2:12][N:13]([C:23]([N:25]2[CH:29]=C[N+](C)=[CH:26]2)=[O:24])[CH:14]([C:16]2[CH:21]=[CH:20][CH:19]=[C:18]([OH:22])[CH:17]=2)[CH:15]=1.CC[N:33]([CH2:36][CH3:37])[CH2:34]C.[CH2:38](Cl)Cl, predict the reaction product. (6) Given the reactants [CH2:1]([C@@:5]1([CH2:29][CH3:30])[NH:11][C@H:10]([C:12]2[CH:17]=[CH:16][CH:15]=[CH:14][CH:13]=2)[C:9]2[CH:18]=[C:19]([O:25][CH3:26])[C:20]([C:22]([OH:24])=O)=[CH:21][C:8]=2[S:7](=[O:28])(=[O:27])[CH2:6]1)[CH2:2][CH2:3][CH3:4].Cl.[CH3:32][NH:33][O:34][CH3:35].CCN(C(C)C)C(C)C.CN(C(ON1N=NC2C=CC=NC1=2)=[N+](C)C)C.F[P-](F)(F)(F)(F)F, predict the reaction product. The product is: [CH2:1]([C@@:5]1([CH2:29][CH3:30])[NH:11][C@H:10]([C:12]2[CH:17]=[CH:16][CH:15]=[CH:14][CH:13]=2)[C:9]2[CH:18]=[C:19]([O:25][CH3:26])[C:20]([C:22]([N:33]([CH3:32])[O:34][CH3:35])=[O:24])=[CH:21][C:8]=2[S:7](=[O:28])(=[O:27])[CH2:6]1)[CH2:2][CH2:3][CH3:4]. (7) Given the reactants [OH:1][C:2]1[NH:3][C:4]2[C:9]([C:10]=1[C:11]1[CH:16]=[CH:15][C:14]([S:17]([N:20]3[CH2:25][CH2:24][N:23]([CH3:26])[CH2:22][CH2:21]3)(=[O:19])=[O:18])=[CH:13][N:12]=1)=[CH:8][C:7]([C:27]#N)=[CH:6][CH:5]=2.[OH-:29].[Na+].[ClH:31].[OH2:32], predict the reaction product. The product is: [ClH:31].[OH:1][C:2]1[NH:3][C:4]2[C:9]([C:10]=1[C:11]1[CH:16]=[CH:15][C:14]([S:17]([N:20]3[CH2:21][CH2:22][N:23]([CH3:26])[CH2:24][CH2:25]3)(=[O:19])=[O:18])=[CH:13][N:12]=1)=[CH:8][C:7]([C:27]([OH:32])=[O:29])=[CH:6][CH:5]=2. (8) Given the reactants S([O-])(O[O-])(=O)=[O:2].[K+].[K+].[C:9]([C:12]1[CH:35]=[CH:34][C:15]([O:16][CH2:17][C:18]2[CH:19]=[C:20]([S:24][C:25]3[CH:26]=[N:27][CH:28]=[C:29]([CH:33]=3)[C:30]([OH:32])=[O:31])[CH:21]=[CH:22][CH:23]=2)=[C:14]([CH3:36])[C:13]=1[OH:37])(=[O:11])[CH3:10].Cl, predict the reaction product. The product is: [C:9]([C:12]1[CH:35]=[CH:34][C:15]([O:16][CH2:17][C:18]2[CH:19]=[C:20]([S:24]([C:25]3[CH:26]=[N:27][CH:28]=[C:29]([CH:33]=3)[C:30]([OH:32])=[O:31])=[O:2])[CH:21]=[CH:22][CH:23]=2)=[C:14]([CH3:36])[C:13]=1[OH:37])(=[O:11])[CH3:10]. (9) Given the reactants [F:1][C:2]([F:31])([F:30])[C:3]1[CH:4]=[C:5]([C@H:13]2[O:17][C:16](=[O:18])[N:15]([CH2:19][C:20]3[C:25](Br)=[CH:24][N:23]=[C:22]([S:27][CH3:28])[N:21]=3)[C@H:14]2[CH3:29])[CH:6]=[C:7]([C:9]([F:12])([F:11])[F:10])[CH:8]=1.[CH3:32][O:33][C:34]1[CH:39]=[CH:38][C:37]([CH2:40][CH2:41][C:42]([O:44][CH3:45])=[O:43])=[CH:36][C:35]=1B1OC(C)(C)C(C)(C)O1.C(=O)([O-])[O-].[K+].[K+], predict the reaction product. The product is: [F:1][C:2]([F:31])([F:30])[C:3]1[CH:4]=[C:5]([C@H:13]2[O:17][C:16](=[O:18])[N:15]([CH2:19][C:20]3[C:25]([C:39]4[CH:38]=[C:37]([CH2:40][CH2:41][C:42]([O:44][CH3:45])=[O:43])[CH:36]=[CH:35][C:34]=4[O:33][CH3:32])=[CH:24][N:23]=[C:22]([S:27][CH3:28])[N:21]=3)[C@H:14]2[CH3:29])[CH:6]=[C:7]([C:9]([F:12])([F:11])[F:10])[CH:8]=1. (10) Given the reactants [C:1]([O:5][C:6](=[O:15])[C:7]([C:13]#[N:14])=[C:8]([S:11][CH3:12])SC)([CH3:4])([CH3:3])[CH3:2].[Cl:16][C:17]1[C:25]([F:26])=[CH:24][C:20]([C:21]([NH2:23])=O)=[C:19]([F:27])[CH:18]=1.[H-].[Na+].Cl.CN(C=[O:35])C, predict the reaction product. The product is: [C:1]([O:5][C:6]([C:7]1[C:13](=[O:35])[NH:14][C:21]([C:20]2[CH:24]=[C:25]([F:26])[C:17]([Cl:16])=[CH:18][C:19]=2[F:27])=[N:23][C:8]=1[S:11][CH3:12])=[O:15])([CH3:2])([CH3:3])[CH3:4].